This data is from Catalyst prediction with 721,799 reactions and 888 catalyst types from USPTO. The task is: Predict which catalyst facilitates the given reaction. (1) Reactant: F[C:2]1[C:3]([C@H:8]2[CH2:13][CH2:12][CH2:11][C@H:10]([OH:14])[CH2:9]2)=[N:4][CH:5]=[CH:6][N:7]=1.[N:15]1[CH:20]=[CH:19][CH:18]=[CH:17][C:16]=1[NH:21][C:22]1[CH:27]=[CH:26][C:25]([OH:28])=[CH:24][CH:23]=1.C(=O)([O-])[O-].[Cs+].[Cs+]. Product: [N:15]1[CH:20]=[CH:19][CH:18]=[CH:17][C:16]=1[NH:21][C:22]1[CH:27]=[CH:26][C:25]([O:28][C:2]2[C:3]([C@H:8]3[CH2:13][CH2:12][CH2:11][C@H:10]([OH:14])[CH2:9]3)=[N:4][CH:5]=[CH:6][N:7]=2)=[CH:24][CH:23]=1. The catalyst class is: 37. (2) Reactant: [OH:1][C@H:2]([CH3:17])[CH2:3][N:4]1[C:12]2[C:7](=[CH:8][CH:9]=[C:10]([OH:16])[C:11]=2[N+:13]([O-])=O)[CH:6]=[N:5]1. Product: [NH2:13][C:11]1[C:10]([OH:16])=[CH:9][CH:8]=[C:7]2[C:12]=1[N:4]([CH2:3][C@H:2]([OH:1])[CH3:17])[N:5]=[CH:6]2. The catalyst class is: 19. (3) Reactant: [CH3:1][C@H:2]1[NH:7][CH2:6][CH2:5][N:4]([CH:8]2[C:14]3[CH:15]=[CH:16][CH:17]=[CH:18][C:13]=3[CH2:12][CH2:11][CH2:10][CH2:9]2)[CH2:3]1.Br[CH2:20][C:21]([O:23][CH3:24])=[O:22].C(N(C(C)C)CC)(C)C. Product: [CH3:1][C@@H:2]1[CH2:3][N:4]([CH:8]2[C:14]3[CH:15]=[CH:16][CH:17]=[CH:18][C:13]=3[CH2:12][CH2:11][CH2:10][CH2:9]2)[CH2:5][CH2:6][N:7]1[CH2:20][C:21]([O:23][CH3:24])=[O:22]. The catalyst class is: 23. (4) Reactant: [BH4-].[Na+].[CH3:3][CH:4]1[CH2:8][CH2:7][CH:6]([C:9]([O:11][CH3:12])=[O:10])[C:5]1=[O:13]. The catalyst class is: 5. Product: [OH:13][CH:5]1[CH:4]([CH3:3])[CH2:8][CH2:7][CH:6]1[C:9]([O:11][CH3:12])=[O:10].